This data is from Full USPTO retrosynthesis dataset with 1.9M reactions from patents (1976-2016). The task is: Predict the reactants needed to synthesize the given product. (1) Given the product [Cl:1][C:2]1[CH:10]=[CH:9][C:5]([C:6]([Cl:20])=[O:7])=[CH:4][C:3]=1[CH3:11], predict the reactants needed to synthesize it. The reactants are: [Cl:1][C:2]1[CH:10]=[CH:9][C:5]([C:6](O)=[O:7])=[CH:4][C:3]=1[CH3:11].CN(C=O)C.C(Cl)(=O)C([Cl:20])=O. (2) Given the product [OH:12][CH2:11][C:10]1[CH:14]=[CH:15][C:7]([CH2:6][CH2:5][C:4]([O:3][CH2:1][CH3:2])=[O:18])=[C:8]([O:16][CH3:17])[CH:9]=1, predict the reactants needed to synthesize it. The reactants are: [CH2:1]([O:3][C:4](=[O:18])[CH2:5][CH2:6][C:7]1[CH:15]=[CH:14][C:10]([C:11](O)=[O:12])=[CH:9][C:8]=1[O:16][CH3:17])[CH3:2].ClC(OCC)=O.[BH4-].[Na+].Cl. (3) Given the product [CH2:7]([NH:14][CH2:15][C@H:16]1[CH2:17][O:18][C:19]2[CH:25]=[CH:24][C:23]([N+:26]([O-:28])=[O:27])=[C:22]([CH2:35][C:36]#[N:37])[C:20]=2[O:21]1)[C:8]1[CH:13]=[CH:12][CH:11]=[CH:10][CH:9]=1, predict the reactants needed to synthesize it. The reactants are: CC(C)([O-])C.[K+].[CH2:7]([NH:14][CH2:15][C@@H:16]1[O:21][C:20]2[CH:22]=[C:23]([N+:26]([O-:28])=[O:27])[CH:24]=[CH:25][C:19]=2[O:18][CH2:17]1)[C:8]1[CH:13]=[CH:12][CH:11]=[CH:10][CH:9]=1.ClC1C=CC(O[CH2:35][C:36]#[N:37])=CC=1.Cl. (4) Given the product [ClH:32].[N:15]1([S:12]([C:5]2[C:6]3[C:11](=[CH:10][CH:9]=[CH:8][CH:7]=3)[C:2]([N:25]3[CH2:30][CH2:29][NH:28][CH2:27][CH2:26]3)=[CH:3][CH:4]=2)(=[O:14])=[O:13])[C:24]2[C:19](=[CH:20][CH:21]=[CH:22][CH:23]=2)[CH2:18][CH2:17][CH2:16]1, predict the reactants needed to synthesize it. The reactants are: F[C:2]1[C:11]2[C:6](=[CH:7][CH:8]=[CH:9][CH:10]=2)[C:5]([S:12]([N:15]2[C:24]3[C:19](=[CH:20][CH:21]=[CH:22][CH:23]=3)[CH2:18][CH2:17][CH2:16]2)(=[O:14])=[O:13])=[CH:4][CH:3]=1.[NH:25]1[CH2:30][CH2:29][NH:28][CH2:27][CH2:26]1.O.[ClH:32].